From a dataset of Reaction yield outcomes from USPTO patents with 853,638 reactions. Predict the reaction yield, written as a fraction of the theoretical maximum amount of product (1.0 means a 100% yield; for example, 0.34 means a 34% yield). The reactants are [F:1][C:2]([F:8])([F:7])[C:3](=O)[CH:4]=O.[CH2:9]([NH:16][CH2:17][CH2:18][NH2:19])[C:10]1[CH:15]=[CH:14][CH:13]=[CH:12][CH:11]=1.[BH3-]C#N.[Na+].[OH-].[Na+]. The catalyst is CN(C=O)C. The product is [CH2:9]([N:16]1[CH2:17][CH2:18][NH:19][CH:3]([C:2]([F:8])([F:7])[F:1])[CH2:4]1)[C:10]1[CH:15]=[CH:14][CH:13]=[CH:12][CH:11]=1. The yield is 0.120.